From a dataset of Forward reaction prediction with 1.9M reactions from USPTO patents (1976-2016). Predict the product of the given reaction. Given the reactants [C:1]([O:5][C:6]([N:8]1[CH2:12][CH2:11][CH2:10][C:9]1([CH2:23][CH2:24][CH2:25][CH3:26])[CH:13]([C:15]1[CH:20]=[CH:19][C:18]([Cl:21])=[C:17]([Cl:22])[CH:16]=1)[OH:14])=[O:7])([CH3:4])([CH3:3])[CH3:2], predict the reaction product. The product is: [C:1]([O:5][C:6]([N:8]1[CH2:12][CH2:11][CH2:10][C:9]1([CH2:23][CH2:24][CH2:25][CH3:26])[C:13](=[O:14])[C:15]1[CH:20]=[CH:19][C:18]([Cl:21])=[C:17]([Cl:22])[CH:16]=1)=[O:7])([CH3:4])([CH3:3])[CH3:2].